From a dataset of Full USPTO retrosynthesis dataset with 1.9M reactions from patents (1976-2016). Predict the reactants needed to synthesize the given product. (1) Given the product [Cl:29][C:30]1[CH:35]=[C:34]([C:2]2[N:3]=[C:4]3[C:9](=[CH:10][CH:11]=2)[N:8]=[CH:7][C:6]([C:12]([CH:14]2[CH2:15][CH2:16][CH2:17]2)=[O:13])=[C:5]3[NH:18][CH:19]2[CH2:20][CH2:21][CH:22]([CH2:25][N:26]([CH3:27])[CH3:28])[CH2:23][CH2:24]2)[CH:33]=[C:32]([F:45])[C:31]=1[OH:46], predict the reactants needed to synthesize it. The reactants are: Cl[C:2]1[N:3]=[C:4]2[C:9](=[CH:10][CH:11]=1)[N:8]=[CH:7][C:6]([C:12]([CH:14]1[CH2:17][CH2:16][CH2:15]1)=[O:13])=[C:5]2[NH:18][CH:19]1[CH2:24][CH2:23][CH:22]([CH2:25][N:26]([CH3:28])[CH3:27])[CH2:21][CH2:20]1.[Cl:29][C:30]1[CH:35]=[C:34](B2OC(C)(C)C(C)(C)O2)[CH:33]=[C:32]([F:45])[C:31]=1[OH:46]. (2) Given the product [Cl:43][C:39]1[CH:40]=[N:41][CH:42]=[C:3]([Cl:2])[C:4]=1[C:5]([NH:7][C:8]1[CH:13]=[CH:12][C:11]([CH2:14][C@H:15]([NH:21][C:22]2[C:25]3([CH2:26][CH2:27][CH2:28][CH2:29][CH2:30]3)[C:24](=[O:31])[C:23]=2[CH:32]2[CH2:37][CH2:36][CH2:35][N:34]([CH3:38])[CH2:33]2)[C:16]([O:18][CH2:19][CH3:20])=[O:17])=[CH:10][CH:9]=1)=[O:6], predict the reactants needed to synthesize it. The reactants are: [I-].[Cl:2][C:3]1[CH:42]=[N:41][CH:40]=[C:39]([Cl:43])[C:4]=1[C:5]([NH:7][C:8]1[CH:13]=[CH:12][C:11]([CH2:14][C@H:15]([NH:21][C:22]2[C:25]3([CH2:30][CH2:29][CH2:28][CH2:27][CH2:26]3)[C:24](=[O:31])[C:23]=2[C:32]2[CH2:33][N:34]([CH3:38])[CH:35]=[CH:36][CH:37]=2)[C:16]([O:18][CH2:19][CH3:20])=[O:17])=[CH:10][CH:9]=1)=[O:6].[H][H]. (3) The reactants are: Cl[C:2]1[N:7]=[CH:6][N:5]=[C:4]([NH:8][CH2:9][C@@H:10]([C:22]([O:24][C:25]([CH3:28])([CH3:27])[CH3:26])=[O:23])[NH:11][C:12]([O:14][CH2:15][C:16]2[CH:21]=[CH:20][CH:19]=[CH:18][CH:17]=2)=[O:13])[C:3]=1[CH2:29][CH3:30].[NH:31]1[CH2:36][CH2:35][CH:34]([C:37]([O:39][CH3:40])=[O:38])[CH2:33][CH2:32]1.C(NCC)(C)C.C(=O)(O)[O-].[Na+]. Given the product [CH2:29]([C:3]1[C:4]([NH:8][CH2:9][C@@H:10]([C:22]([O:24][C:25]([CH3:28])([CH3:27])[CH3:26])=[O:23])[NH:11][C:12]([O:14][CH2:15][C:16]2[CH:21]=[CH:20][CH:19]=[CH:18][CH:17]=2)=[O:13])=[N:5][CH:6]=[N:7][C:2]=1[N:31]1[CH2:36][CH2:35][CH:34]([C:37]([O:39][CH3:40])=[O:38])[CH2:33][CH2:32]1)[CH3:30], predict the reactants needed to synthesize it. (4) Given the product [CH3:15][C:13]1[CH:14]=[C:9]2[C:10](=[CH:11][CH:12]=1)[NH:16][N:17]=[C:7]2[C:1]1[CH:6]=[CH:5][CH:4]=[CH:3][CH:2]=1, predict the reactants needed to synthesize it. The reactants are: [C:1]1([C:7]([C:9]2[CH:14]=[C:13]([CH3:15])[CH:12]=[CH:11][C:10]=2[NH2:16])=O)[CH:6]=[CH:5][CH:4]=[CH:3][CH:2]=1.[N:17]([O-])=O.[Na+].Cl[Sn]Cl. (5) Given the product [CH3:1][O:2][C:3]([C:5]1[CH:10]=[CH:9][N:8]=[CH:7][C:6]=1[CH:11]1[CH2:12][CH2:13][N:14]([C:17]([O:19][C:20]([CH3:23])([CH3:22])[CH3:21])=[O:18])[CH2:15][CH2:16]1)=[O:4], predict the reactants needed to synthesize it. The reactants are: [CH3:1][O:2][C:3]([C:5]1[CH:10]=[CH:9][N:8]=[CH:7][C:6]=1[C:11]1[CH2:12][CH2:13][N:14]([C:17]([O:19][C:20]([CH3:23])([CH3:22])[CH3:21])=[O:18])[CH2:15][CH:16]=1)=[O:4]. (6) Given the product [F:20][C:21]1[CH:26]=[C:25]([C:27]([F:29])([F:28])[F:30])[C:24]([F:31])=[CH:23][C:22]=1[C:32]1[S:36][C:35]([CH2:37][OH:38])=[C:34]([CH3:49])[CH:33]=1, predict the reactants needed to synthesize it. The reactants are: CC1C=C(C2C=CC(OC(F)(F)F)=CC=2)SC=1CO.[F:20][C:21]1[CH:26]=[C:25]([C:27]([F:30])([F:29])[F:28])[C:24]([F:31])=[CH:23][C:22]=1[C:32]1[S:36][C:35]([CH2:37][O:38][Si](C(C)C)(C(C)C)C(C)C)=[C:34]([CH3:49])[CH:33]=1. (7) Given the product [C:28]1([CH3:38])[CH:29]=[CH:30][C:31]([S:34]([OH:37])(=[O:35])=[O:36])=[CH:32][CH:33]=1.[N:1]1[CH:6]=[CH:5][CH:4]=[CH:3][C:2]=1[O:7][CH2:8][C:9]1[CH:27]=[CH:26][C:12]([CH2:13][C:14]2[CH:18]=[C:17]([C:19]3[C:20]([NH2:25])=[N:21][CH:22]=[CH:23][CH:24]=3)[O:16][N:15]=2)=[CH:11][CH:10]=1, predict the reactants needed to synthesize it. The reactants are: [N:1]1[CH:6]=[CH:5][CH:4]=[CH:3][C:2]=1[O:7][CH2:8][C:9]1[CH:27]=[CH:26][C:12]([CH2:13][C:14]2[CH:18]=[C:17]([C:19]3[C:20]([NH2:25])=[N:21][CH:22]=[CH:23][CH:24]=3)[O:16][N:15]=2)=[CH:11][CH:10]=1.[C:28]1([CH3:38])[CH:33]=[CH:32][C:31]([S:34]([OH:37])(=[O:36])=[O:35])=[CH:30][CH:29]=1.